This data is from Full USPTO retrosynthesis dataset with 1.9M reactions from patents (1976-2016). The task is: Predict the reactants needed to synthesize the given product. Given the product [Cl:39][C:40]1[C:41]([CH3:50])=[C:42]([S:46]([NH:18][C@H:15]2[CH2:16][CH2:17][N:13]([C:11]([C:8]3([C:5]4[CH:6]=[CH:7][C:2]([Cl:1])=[CH:3][CH:4]=4)[CH2:9][CH2:10]3)=[O:12])[CH2:14]2)(=[O:48])=[O:47])[CH:43]=[CH:44][CH:45]=1, predict the reactants needed to synthesize it. The reactants are: [Cl:1][C:2]1[CH:7]=[CH:6][C:5]([C:8]2([C:11]([N:13]3[CH2:17][CH2:16][C@H:15]([NH:18]C(=O)OC(C)(C)C)[CH2:14]3)=[O:12])[CH2:10][CH2:9]2)=[CH:4][CH:3]=1.Cl.C(#N)C.C(N(CC)C(C)C)(C)C.[Cl:39][C:40]1[C:41]([CH3:50])=[C:42]([S:46](Cl)(=[O:48])=[O:47])[CH:43]=[CH:44][CH:45]=1.C(O)(C(F)(F)F)=O.